Dataset: Catalyst prediction with 721,799 reactions and 888 catalyst types from USPTO. Task: Predict which catalyst facilitates the given reaction. (1) Reactant: [Cl:1][C:2]1[N:10]=[C:9](I)[N:8]=[C:7]2[C:3]=1[N:4]=[CH:5][N:6]2[CH3:12].C([Mg]Cl)(C)C.[CH:18](=[O:22])[CH2:19][CH2:20][CH3:21].[NH4+].[Cl-]. Product: [Cl:1][C:2]1[N:10]=[C:9]([CH:18]([OH:22])[CH2:19][CH2:20][CH3:21])[N:8]=[C:7]2[C:3]=1[N:4]=[CH:5][N:6]2[CH3:12]. The catalyst class is: 1. (2) Reactant: [CH3:1][CH:2]([O:4][C:5]([O:7][CH2:8][CH2:9]Cl)=[O:6])[CH3:3].C1CCC(NC2CCCCC2)CC1.[C:24]([OH:31])(=[O:30])/[CH:25]=[CH:26]/[C:27]([OH:29])=[O:28]. Product: [CH3:1][CH:2]([O:4][C:5]([O:7][CH2:8][CH2:9][O:29][C:27](/[CH:26]=[CH:25]/[C:24]([OH:31])=[O:30])=[O:28])=[O:6])[CH3:3]. The catalyst class is: 60. (3) Reactant: [CH3:1][C:2]1[O:3][C:4]([C:7]2[CH:8]=[CH:9][C:10]3[O:14][CH:13]=[C:12]([C:15]4[CH:20]=[CH:19][C:18]([O:21][CH2:22][CH2:23][S:24][CH3:25])=[CH:17][CH:16]=4)[C:11]=3[CH:26]=2)=[N:5][N:6]=1.CN(C)C(=[O:31])C.ClC1C=CC=C(C(OO)=O)C=1.S([O-])([O-])(=O)=S.[Na+].[Na+]. Product: [CH3:1][C:2]1[O:3][C:4]([C:7]2[CH:8]=[CH:9][C:10]3[O:14][CH:13]=[C:12]([C:15]4[CH:16]=[CH:17][C:18]([O:21][CH2:22][CH2:23][S:24]([CH3:25])=[O:31])=[CH:19][CH:20]=4)[C:11]=3[CH:26]=2)=[N:5][N:6]=1. The catalyst class is: 10. (4) Reactant: [C:1]([C:5]1[CH:14]=[C:13]2[C:8]([C:9]([C:17]3[CH:22]=[CH:21][CH:20]=[C:19]([O:23]C)[CH:18]=3)=[N:10][C:11]([S:15][CH3:16])=[N:12]2)=[C:7]([NH2:25])[C:6]=1[C:26]([NH2:28])=[O:27])([CH3:4])([CH3:3])[CH3:2].B(Br)(Br)Br.C([O-])(O)=O.[Na+]. Product: [C:1]([C:5]1[CH:14]=[C:13]2[C:8]([C:9]([C:17]3[CH:22]=[CH:21][CH:20]=[C:19]([OH:23])[CH:18]=3)=[N:10][C:11]([S:15][CH3:16])=[N:12]2)=[C:7]([NH2:25])[C:6]=1[C:26]([NH2:28])=[O:27])([CH3:4])([CH3:2])[CH3:3]. The catalyst class is: 2.